From a dataset of Catalyst prediction with 721,799 reactions and 888 catalyst types from USPTO. Predict which catalyst facilitates the given reaction. (1) Reactant: Cl[C:2]([O:4][CH2:5][CH3:6])=[O:3].[Br:7][C:8]1[CH:13]=[C:12]([CH3:14])[C:11]([NH2:15])=[C:10]([CH3:16])[CH:9]=1.O. Product: [CH2:5]([O:4][C:2](=[O:3])[NH:15][C:11]1[C:12]([CH3:14])=[CH:13][C:8]([Br:7])=[CH:9][C:10]=1[CH3:16])[CH3:6]. The catalyst class is: 10. (2) Reactant: [OH-].[Na+].C([O:6][CH2:7][CH2:8][O:9][C:10]1[C:11]([CH3:32])=[C:12]([C:19](=[O:31])[C:20]2[CH:25]=[CH:24][C:23]([N+:26]([O-:28])=[O:27])=[C:22]([O:29][CH3:30])[CH:21]=2)[N:13]2[C:18]=1[CH:17]=[CH:16][CH:15]=[CH:14]2)(=O)C.O.C(OCC)(=O)C. Product: [OH:6][CH2:7][CH2:8][O:9][C:10]1[C:11]([CH3:32])=[C:12]([C:19]([C:20]2[CH:25]=[CH:24][C:23]([N+:26]([O-:28])=[O:27])=[C:22]([O:29][CH3:30])[CH:21]=2)=[O:31])[N:13]2[C:18]=1[CH:17]=[CH:16][CH:15]=[CH:14]2. The catalyst class is: 12. (3) Reactant: [F:1][C:2]([F:27])([F:26])[C:3]1[CH:4]=[CH:5][C:6]([O:9][C:10]2[CH:15]=[CH:14][C:13]([O:16][C:17]([N:19]3[CH2:24][CH2:23][CH:22]([OH:25])[CH2:21][CH2:20]3)=[O:18])=[CH:12][CH:11]=2)=[N:7][CH:8]=1.[N:28]1([C:33]2[CH:38]=[CH:37][C:36](O)=[CH:35][CH:34]=2)[CH:32]=[CH:31][N:30]=[CH:29]1.C(OCC)(=O)C.Cl. Product: [F:27][C:2]([F:1])([F:26])[C:3]1[CH:4]=[CH:5][C:6]([O:9][C:10]2[CH:11]=[CH:12][C:13]([O:16][C:17]([N:19]3[CH2:20][CH2:21][CH:22]([O:25][C:36]4[CH:37]=[CH:38][C:33]([N:28]5[CH:32]=[CH:31][N:30]=[CH:29]5)=[CH:34][CH:35]=4)[CH2:23][CH2:24]3)=[O:18])=[CH:14][CH:15]=2)=[N:7][CH:8]=1. The catalyst class is: 28. (4) The catalyst class is: 1. Product: [Si:14]([O:13][CH2:12][C:6]1[N:7]([CH3:11])[C:8]2[C:4]([CH:5]=1)=[CH:3][C:2]([C:26]([OH:28])=[O:27])=[CH:10][CH:9]=2)([C:17]([CH3:20])([CH3:19])[CH3:18])([CH3:16])[CH3:15]. Reactant: Br[C:2]1[CH:3]=[C:4]2[C:8](=[CH:9][CH:10]=1)[N:7]([CH3:11])[C:6]([CH2:12][O:13][Si:14]([C:17]([CH3:20])([CH3:19])[CH3:18])([CH3:16])[CH3:15])=[CH:5]2.[Li]CCCC.[C:26](=[O:28])=[O:27]. (5) Reactant: [F:1][C:2]1[CH:3]=[C:4]([N:14]2[C:19](=[O:20])[C:18]3[CH:21]=[CH:22][NH:23][C:17]=3[N:16]=[C:15]2[O:24][CH:25]([CH3:27])[CH3:26])[CH:5]=[CH:6][C:7]=1[O:8][CH2:9][C:10]([F:13])([F:12])[F:11].C(O)(=[O:30])C.C(O)(=O)C.I(C1C=CC=CC=1)=O. Product: [F:1][C:2]1[CH:3]=[C:4]([N:14]2[C:19](=[O:20])[C:18]3[CH2:21][C:22](=[O:30])[NH:23][C:17]=3[N:16]=[C:15]2[O:24][CH:25]([CH3:27])[CH3:26])[CH:5]=[CH:6][C:7]=1[O:8][CH2:9][C:10]([F:11])([F:12])[F:13]. The catalyst class is: 15. (6) The catalyst class is: 12. Product: [ClH:26].[NH2:7][CH:8]1[CH2:14][S:13][CH2:12][CH2:11][N:10]([CH2:15][C:16]2[CH:17]=[C:18]([F:23])[CH:19]=[C:20]([F:22])[CH:21]=2)[C:9]1=[O:24]. Reactant: C(OC(=O)[NH:7][CH:8]1[CH2:14][S:13][CH2:12][CH2:11][N:10]([CH2:15][C:16]2[CH:21]=[C:20]([F:22])[CH:19]=[C:18]([F:23])[CH:17]=2)[C:9]1=[O:24])(C)(C)C.[ClH:26]. (7) Reactant: [F:1][C:2]1[CH:3]=[C:4]([CH2:23][N:24]2[CH2:27][CH:26]([C:28]([O:30]CC)=[O:29])[CH2:25]2)[CH:5]=[CH:6][C:7]=1[C:8]1[O:9][C:10]2[CH:16]=[CH:15][C:14]([CH2:17][C:18]3[S:19][CH:20]=[CH:21][N:22]=3)=[CH:13][C:11]=2[CH:12]=1.[Li+].[OH-].Cl. Product: [F:1][C:2]1[CH:3]=[C:4]([CH2:23][N:24]2[CH2:25][CH:26]([C:28]([OH:30])=[O:29])[CH2:27]2)[CH:5]=[CH:6][C:7]=1[C:8]1[O:9][C:10]2[CH:16]=[CH:15][C:14]([CH2:17][C:18]3[S:19][CH:20]=[CH:21][N:22]=3)=[CH:13][C:11]=2[CH:12]=1. The catalyst class is: 20. (8) The catalyst class is: 3. Reactant: C(OC1C=CC=CC=1[N+]([O-])=O)([O:3][CH2:4][C:5]1[CH:10]=[CH:9][CH:8]=[CH:7][CH:6]=1)=O.C1CN([P+](ON2N=N[C:40]3[CH:41]=[CH:42][CH:43]=[CH:44][C:39]2=3)(N2CCCC2)N2CCCC2)CC1.F[P-](F)(F)(F)(F)F.[C:54]([O:58][C:59]([NH:61][CH:62]1[CH2:65][C:64]([OH:69])([C:66]([OH:68])=[O:67])C1)=[O:60])(C)(C)C.CCN(C(C)C)C(C)C. Product: [C:4]([O:69][C@@H:64]([CH2:65][CH2:62][NH:61][C:59]([O:58][CH2:54][C:39]1[CH:40]=[CH:41][CH:42]=[CH:43][CH:44]=1)=[O:60])[C:66]([OH:68])=[O:67])(=[O:3])[C:5]1[CH:10]=[CH:9][CH:8]=[CH:7][CH:6]=1. (9) Reactant: [H-].[Na+].[NH:3]1[C:12]2[C:7](=[CH:8][CH:9]=[CH:10][CH:11]=2)[CH2:6][CH2:5][C:4]1=[O:13].[CH3:14][O:15][C:16]1[CH:23]=[CH:22][C:19]([CH2:20]Cl)=[CH:18][CH:17]=1. Product: [CH3:14][O:15][C:16]1[CH:23]=[CH:22][C:19]([CH2:20][N:3]2[C:12]3[C:7](=[CH:8][CH:9]=[CH:10][CH:11]=3)[CH2:6][CH2:5][C:4]2=[O:13])=[CH:18][CH:17]=1. The catalyst class is: 9. (10) Product: [OH:1][C:2]1[C:7]2[CH:8]=[CH:9][O:10][C:6]=2[C:5]([C:11]2[C:12](=[O:27])[NH:13][C:14](=[O:26])[C:15]=2[C:16]2[C:24]3[C:19](=[CH:20][CH:21]=[CH:22][CH:23]=3)[N:18]([CH3:25])[C:17]=2[Cl:28])=[CH:4][CH:3]=1. The catalyst class is: 22. Reactant: [OH:1][C:2]1[C:7]2[CH:8]=[CH:9][O:10][C:6]=2[C:5]([C:11]2[C:12](=[O:27])[NH:13][C:14](=[O:26])[C:15]=2[C:16]2[C:24]3[C:19](=[CH:20][CH:21]=[CH:22][CH:23]=3)[N:18]([CH3:25])[CH:17]=2)=[CH:4][CH:3]=1.[Cl:28]N1C(=O)CCC1=O.